This data is from Forward reaction prediction with 1.9M reactions from USPTO patents (1976-2016). The task is: Predict the product of the given reaction. (1) The product is: [Cl:16][C:14]1[CH:13]=[CH:12][C:5]2[C:6]3[CH:7]=[CH:8][CH:9]=[N:10][C:11]=3[C:2]([N:21]3[CH2:22][CH2:23][N:18]([CH3:17])[CH2:19][CH2:20]3)=[N:3][C:4]=2[CH:15]=1. Given the reactants Cl[C:2]1[C:11]2[N:10]=[CH:9][CH:8]=[CH:7][C:6]=2[C:5]2[CH:12]=[CH:13][C:14]([Cl:16])=[CH:15][C:4]=2[N:3]=1.[CH3:17][N:18]1[CH2:23][CH2:22][NH:21][CH2:20][CH2:19]1.C([O-])(O)=O.[Na+], predict the reaction product. (2) Given the reactants [F:1][C:2]([F:20])([F:19])[C:3]1[CH:8]=[CH:7][C:6]([C@@H:9]2[C:18]3[C:13](=[CH:14][CH:15]=[CH:16][CH:17]=3)[CH2:12][CH2:11][NH:10]2)=[CH:5][CH:4]=1.CCN(C(C)C)C(C)C.Cl[C:31](OC1C=CC([N+]([O-])=O)=CC=1)=[O:32].[CH3:43][CH:44]([CH3:47])[CH2:45][NH2:46], predict the reaction product. The product is: [CH2:45]([NH:46][C:31]([N:10]1[CH2:11][CH2:12][C:13]2[C:18](=[CH:17][CH:16]=[CH:15][CH:14]=2)[C@H:9]1[C:6]1[CH:5]=[CH:4][C:3]([C:2]([F:1])([F:19])[F:20])=[CH:8][CH:7]=1)=[O:32])[CH:44]([CH3:47])[CH3:43].